This data is from hERG Central: cardiac toxicity at 1µM, 10µM, and general inhibition. The task is: Predict hERG channel inhibition at various concentrations. (1) The compound is CC(C)Cn1c(SCC(=O)c2ccc(Cl)s2)nnc1-c1ccco1. Results: hERG_inhib (hERG inhibition (general)): blocker. (2) The compound is COc1ccc(NC(=O)c2ccc(-c3ccc([N+](=O)[O-])cc3)o2)cc1OC. Results: hERG_inhib (hERG inhibition (general)): blocker. (3) The compound is CCc1noc(C)c1C(=O)OC(C)C(=O)Nc1cc([N+](=O)[O-])ccc1OC. Results: hERG_inhib (hERG inhibition (general)): blocker. (4) The compound is Cc1cc(NC(=O)CN2C(=O)NC(C)(c3ccccc3)C2=O)no1. Results: hERG_inhib (hERG inhibition (general)): blocker. (5) The compound is O=C(NCCS(=O)(=O)N1CCN(c2ccc(F)cc2)CC1)c1ccco1. Results: hERG_inhib (hERG inhibition (general)): blocker. (6) The molecule is CCCN(CC(=O)Nc1ccccc1OC)C(=O)c1ccc(S(=O)(=O)Nc2ccccc2)cc1. Results: hERG_inhib (hERG inhibition (general)): blocker. (7) The drug is CC(C)(C)OC(=O)N1C[C@H](O)C[C@H]1C(=O)OCC(=O)c1ccc([N+](=O)[O-])cc1. Results: hERG_inhib (hERG inhibition (general)): blocker. (8) The molecule is O=C(Nc1ccc(N2CCN(C(=O)c3ccco3)CC2)c(Cl)c1)c1cc2ccccc2o1. Results: hERG_inhib (hERG inhibition (general)): blocker. (9) The molecule is COc1ccc(CCn2c(=N)c(C(=O)NCC3CCCO3)cc3c(=O)n4cccc(C)c4nc32)cc1OC. Results: hERG_inhib (hERG inhibition (general)): blocker. (10) The drug is CCOc1cccc(CN2CCCC(CCC(=O)NCc3ccccc3F)C2)c1O. Results: hERG_inhib (hERG inhibition (general)): blocker.